This data is from Merck oncology drug combination screen with 23,052 pairs across 39 cell lines. The task is: Regression. Given two drug SMILES strings and cell line genomic features, predict the synergy score measuring deviation from expected non-interaction effect. (1) Drug 1: O=C(O)C1(Cc2cccc(Nc3nccs3)n2)CCC(Oc2cccc(Cl)c2F)CC1. Drug 2: Cn1cc(-c2cnn3c(N)c(Br)c(C4CCCNC4)nc23)cn1. Cell line: A427. Synergy scores: synergy=6.89. (2) Drug 1: CC(=O)OC1C(=O)C2(C)C(O)CC3OCC3(OC(C)=O)C2C(OC(=O)c2ccccc2)C2(O)CC(OC(=O)C(O)C(NC(=O)c3ccccc3)c3ccccc3)C(C)=C1C2(C)C. Drug 2: CCc1cnn2c(NCc3ccc[n+]([O-])c3)cc(N3CCCCC3CCO)nc12. Cell line: MSTO. Synergy scores: synergy=2.07. (3) Drug 1: CN(C)C(=N)N=C(N)N. Drug 2: Cn1nnc2c(C(N)=O)ncn2c1=O. Cell line: HCT116. Synergy scores: synergy=-5.33. (4) Drug 2: CCN(CC)CCNC(=O)c1c(C)[nH]c(C=C2C(=O)Nc3ccc(F)cc32)c1C. Synergy scores: synergy=16.8. Drug 1: COc1cc(C2c3cc4c(cc3C(OC3OC5COC(C)OC5C(O)C3O)C3COC(=O)C23)OCO4)cc(OC)c1O. Cell line: NCIH1650. (5) Drug 1: O=c1[nH]cc(F)c(=O)[nH]1. Drug 2: C#Cc1cccc(Nc2ncnc3cc(OCCOC)c(OCCOC)cc23)c1. Cell line: DLD1. Synergy scores: synergy=10.2. (6) Drug 1: O=P1(N(CCCl)CCCl)NCCCO1. Drug 2: Cn1cc(-c2cnn3c(N)c(Br)c(C4CCCNC4)nc23)cn1. Cell line: OCUBM. Synergy scores: synergy=18.9.